This data is from Peptide-MHC class I binding affinity with 185,985 pairs from IEDB/IMGT. The task is: Regression. Given a peptide amino acid sequence and an MHC pseudo amino acid sequence, predict their binding affinity value. This is MHC class I binding data. (1) The peptide sequence is AANEIRISK. The MHC is HLA-B40:01 with pseudo-sequence HLA-B40:01. The binding affinity (normalized) is 0.0847. (2) The peptide sequence is KEKDMTKEF. The MHC is HLA-B18:01 with pseudo-sequence HLA-B18:01. The binding affinity (normalized) is 0.475. (3) The peptide sequence is SARTNCLAV. The MHC is HLA-B38:01 with pseudo-sequence HLA-B38:01. The binding affinity (normalized) is 0.0847.